Dataset: Catalyst prediction with 721,799 reactions and 888 catalyst types from USPTO. Task: Predict which catalyst facilitates the given reaction. Reactant: Br[CH2:2][CH2:3][O:4][C:5]1[CH:10]=[CH:9][C:8]([C:11]2[N:15]=[C:14]([C:16]3[CH:21]=[CH:20][C:19]([O:22][CH:23]([CH3:25])[CH3:24])=[C:18]([Cl:26])[CH:17]=3)[O:13][N:12]=2)=[C:7]([CH2:27][CH3:28])[CH:6]=1.[CH3:29][NH2:30]. Product: [Cl:26][C:18]1[CH:17]=[C:16]([C:14]2[O:13][N:12]=[C:11]([C:8]3[CH:9]=[CH:10][C:5]([O:4][CH2:3][CH2:2][NH:30][CH3:29])=[CH:6][C:7]=3[CH2:27][CH3:28])[N:15]=2)[CH:21]=[CH:20][C:19]=1[O:22][CH:23]([CH3:25])[CH3:24]. The catalyst class is: 7.